From a dataset of Forward reaction prediction with 1.9M reactions from USPTO patents (1976-2016). Predict the product of the given reaction. (1) Given the reactants Br[C:2]1[S:3][C:4](Br)=[CH:5][C:6]=1[CH2:7][C:8]([O:10][CH2:11][CH3:12])=[O:9].C([Sn](CCCC)(CCCC)[C:19]1[S:20][CH:21]=[CH:22][CH:23]=1)CCC.CN(C=O)C, predict the reaction product. The product is: [S:3]1[CH:4]=[CH:5][CH:6]=[C:2]1[C:2]1[S:3][C:4]([C:21]2[S:20][CH:19]=[CH:23][CH:22]=2)=[CH:5][C:6]=1[CH2:7][C:8]([O:10][CH2:11][CH3:12])=[O:9]. (2) Given the reactants Cl.[NH:2]1[CH2:5][CH:4]([O:6][C:7]2[C:12]([C:13]3[CH2:14][CH2:15][O:16][CH2:17][CH:18]=3)=[CH:11][CH:10]=[CH:9][N:8]=2)[CH2:3]1, predict the reaction product. The product is: [NH:2]1[CH2:3][CH:4]([O:6][C:7]2[C:12]([CH:13]3[CH2:14][CH2:15][O:16][CH2:17][CH2:18]3)=[CH:11][CH:10]=[CH:9][N:8]=2)[CH2:5]1. (3) Given the reactants [C:1]([O:5][C:6]([N:8]1[CH2:13][CH2:12][NH:11][CH2:10][CH2:9]1)=[O:7])([CH3:4])([CH3:3])[CH3:2].Br[CH2:15][C:16]([O:18][CH3:19])=[O:17], predict the reaction product. The product is: [C:1]([O:5][C:6]([N:8]1[CH2:13][CH2:12][N:11]([CH2:15][C:16]([O:18][CH3:19])=[O:17])[CH2:10][CH2:9]1)=[O:7])([CH3:4])([CH3:2])[CH3:3]. (4) The product is: [CH3:1][O:2][C:3]1[C:12]2[C:11](=[O:13])[N:10]([CH2:14][C:15]([NH:28][C@H:26]([C:23]3[CH:22]=[CH:21][C:20]([C:19]([F:18])([F:29])[F:30])=[CH:25][CH:24]=3)[CH3:27])=[O:17])[N:9]=[N:8][C:7]=2[CH:6]=[CH:5][CH:4]=1. Given the reactants [CH3:1][O:2][C:3]1[C:12]2[C:11](=[O:13])[N:10]([CH2:14][C:15]([OH:17])=O)[N:9]=[N:8][C:7]=2[CH:6]=[CH:5][CH:4]=1.[F:18][C:19]([F:30])([F:29])[C:20]1[CH:25]=[CH:24][C:23]([C@@H:26]([NH2:28])[CH3:27])=[CH:22][CH:21]=1, predict the reaction product. (5) Given the reactants [CH2:1]([O:3][C:4](=[O:24])[CH2:5][C:6]1[CH:11]=[CH:10][C:9]([O:12][CH3:13])=[C:8]([O:14][C:15]2[CH:20]=[CH:19][C:18]([Br:21])=[CH:17][C:16]=2[CH2:22]Br)[CH:7]=1)[CH3:2].[CH3:25][C:26]([SH:29])([CH3:28])[CH3:27], predict the reaction product. The product is: [CH2:1]([O:3][C:4](=[O:24])[CH2:5][C:6]1[CH:11]=[CH:10][C:9]([O:12][CH3:13])=[C:8]([O:14][C:15]2[CH:20]=[CH:19][C:18]([Br:21])=[CH:17][C:16]=2[CH2:22][S:29][C:26]([CH3:28])([CH3:27])[CH3:25])[CH:7]=1)[CH3:2]. (6) Given the reactants [C:1]1(=[O:6])[CH2:5][CH2:4][CH2:3][CH2:2]1.[O-]CC.[Na+].O.[N+:12]([CH3:15])([O-:14])=[O:13], predict the reaction product. The product is: [N+:12]([CH2:15][C:1]1([OH:6])[CH2:5][CH2:4][CH2:3][CH2:2]1)([O-:14])=[O:13]. (7) Given the reactants [NH:1]([CH:8]1[CH2:13][CH2:12][CH2:11][CH2:10][CH2:9]1)[CH:2]1[CH2:7][CH2:6][CH2:5][CH2:4][CH2:3]1.[C:14]([O:18][C:19]([N:21]1[CH2:25][CH2:24][CH2:23][C@H:22]1[C@H:26]([S:32][CH3:33])[C@H:27]([C:29]([OH:31])=[O:30])[CH3:28])=[O:20])([CH3:17])([CH3:16])[CH3:15], predict the reaction product. The product is: [CH:8]1([NH:1][CH:2]2[CH2:3][CH2:4][CH2:5][CH2:6][CH2:7]2)[CH2:9][CH2:10][CH2:11][CH2:12][CH2:13]1.[C:14]([O:18][C:19]([N:21]1[CH2:25][CH2:24][CH2:23][C@H:22]1[C@H:26]([S:32][CH3:33])[C@H:27]([C:29]([OH:31])=[O:30])[CH3:28])=[O:20])([CH3:17])([CH3:15])[CH3:16]. (8) Given the reactants [Cl:1][C:2]1[CH:3]=[C:4]([CH:12]([CH2:32][CH:33]2[CH2:38][CH2:37][O:36][CH2:35][CH2:34]2)[C:13](=O)[CH2:14][CH2:15][C:16]([C:18]2[S:19][C:20]([CH2:23][O:24]C3CCCCO3)=[CH:21][N:22]=2)=O)[CH:5]=[CH:6][C:7]=1[S:8]([CH3:11])(=[O:10])=[O:9].C([O-])(=O)C.[NH4+:43].C(=O)([O-])O.[Na+], predict the reaction product. The product is: [Cl:1][C:2]1[CH:3]=[C:4]([CH:12]([C:13]2[NH:43][C:16]([C:18]3[S:19][C:20]([CH2:23][OH:24])=[CH:21][N:22]=3)=[CH:15][CH:14]=2)[CH2:32][CH:33]2[CH2:34][CH2:35][O:36][CH2:37][CH2:38]2)[CH:5]=[CH:6][C:7]=1[S:8]([CH3:11])(=[O:10])=[O:9].